This data is from Forward reaction prediction with 1.9M reactions from USPTO patents (1976-2016). The task is: Predict the product of the given reaction. (1) Given the reactants C(OC(=O)[NH:7][CH2:8][CH2:9][N:10]1[C:18]2[C:17]([NH:19][C:20]3[CH:25]=[CH:24][C:23]([O:26][CH2:27][C:28]4[CH:33]=[CH:32][CH:31]=[CH:30][N:29]=4)=[C:22]([Cl:34])[CH:21]=3)=[N:16][CH:15]=[N:14][C:13]=2[CH:12]=[CH:11]1)(C)(C)C, predict the reaction product. The product is: [ClH:34].[ClH:34].[ClH:34].[NH2:7][CH2:8][CH2:9][N:10]1[C:18]2[C:17]([NH:19][C:20]3[CH:25]=[CH:24][C:23]([O:26][CH2:27][C:28]4[CH:33]=[CH:32][CH:31]=[CH:30][N:29]=4)=[C:22]([Cl:34])[CH:21]=3)=[N:16][CH:15]=[N:14][C:13]=2[CH:12]=[CH:11]1. (2) Given the reactants [I:1][C:2]1[CH:11]=[CH:10][C:5]2[NH:6][C:7](=O)[NH:8][C:4]=2[CH:3]=1.O=P(Cl)(Cl)[Cl:14], predict the reaction product. The product is: [Cl:14][C:7]1[NH:6][C:5]2[CH:10]=[CH:11][C:2]([I:1])=[CH:3][C:4]=2[N:8]=1. (3) The product is: [CH3:15][O:14][N:13]=[C:11]1[CH2:10][C@@H:9]([C:16]([N:43]2[CH2:44][CH2:45][C:40]([OH:46])([C:34]3[CH:35]=[CH:36][CH:37]=[CH:38][CH:39]=3)[CH2:41][CH2:42]2)=[O:18])[N:8]([C:6](=[O:7])[C:28]2[CH:27]=[CH:26][C:25]([C:21]3[CH:20]=[N:19][CH:24]=[CH:23][CH:22]=3)=[CH:33][CH:32]=2)[CH2:12]1. Given the reactants C(O[C:6]([N:8]1[CH2:12][C:11](=[N:13][O:14][CH3:15])[CH2:10][C@H:9]1[C:16]([OH:18])=O)=[O:7])(C)(C)C.[N:19]1[CH:24]=[CH:23][CH:22]=[C:21]([C:25]2[CH:33]=[CH:32][C:28](C(O)=O)=[CH:27][CH:26]=2)[CH:20]=1.[C:34]1([C:40]2([OH:46])[CH2:45][CH2:44][NH:43][CH2:42][CH2:41]2)[CH:39]=[CH:38][CH:37]=[CH:36][CH:35]=1, predict the reaction product. (4) Given the reactants [CH3:1][C:2]1[C:10]2[C:9]([NH2:11])=[CH:8][CH:7]=[CH:6][C:5]=2[N:4]([CH2:12][C:13]2[CH:18]=[CH:17][CH:16]=[C:15]([CH3:19])[N:14]=2)[N:3]=1.[CH2:20]([O:22][CH2:23][O:24][C:25]1[CH:30]=[CH:29][N:28]2[C:31]([C:34](OCC)=[O:35])=[CH:32][N:33]=[C:27]2[CH:26]=1)[CH3:21], predict the reaction product. The product is: [CH2:20]([O:22][CH2:23][O:24][C:25]1[CH:30]=[CH:29][N:28]2[C:31]([C:34]([NH:11][C:9]3[CH:8]=[CH:7][CH:6]=[C:5]4[C:10]=3[C:2]([CH3:1])=[N:3][N:4]4[CH2:12][C:13]3[CH:18]=[CH:17][CH:16]=[C:15]([CH3:19])[N:14]=3)=[O:35])=[CH:32][N:33]=[C:27]2[CH:26]=1)[CH3:21]. (5) The product is: [F:35][CH:33]([F:34])[C:15]1[N:14]([C:4]2[N:3]=[C:2]([C:39]3[CH:40]=[CH:41][N:37]([CH3:36])[N:38]=3)[N:7]=[C:6]([N:8]3[CH2:13][CH2:12][O:11][CH2:10][CH2:9]3)[N:5]=2)[C:18]2[CH:19]=[C:20]([NH:25][C:26](=[O:32])[O:27][C:28]([CH3:31])([CH3:30])[CH3:29])[CH:21]=[C:22]([O:23][CH3:24])[C:17]=2[N:16]=1. Given the reactants Cl[C:2]1[N:7]=[C:6]([N:8]2[CH2:13][CH2:12][O:11][CH2:10][CH2:9]2)[N:5]=[C:4]([N:14]2[C:18]3[CH:19]=[C:20]([NH:25][C:26](=[O:32])[O:27][C:28]([CH3:31])([CH3:30])[CH3:29])[CH:21]=[C:22]([O:23][CH3:24])[C:17]=3[N:16]=[C:15]2[CH:33]([F:35])[F:34])[N:3]=1.[CH3:36][N:37]1[CH:41]=[C:40](B(O)O)[CH:39]=[N:38]1.C([O-])([O-])=O.[K+].[K+], predict the reaction product. (6) Given the reactants FC(F)(F)S(O[C:7]1[CH2:12][CH2:11][CH:10]([NH:13][C:14]([C@@H:16]2[CH2:20][CH2:19][CH2:18][N:17]2[C:21]([O:23][C:24]([CH3:27])([CH3:26])[CH3:25])=[O:22])=[O:15])[CH2:9][CH:8]=1)(=O)=O.CC1(C)C(C)(C)OB([C:38]2[CH:43]=[CH:42][C:41]([C:44]3[NH:48][C:47]([C@@H:49]4[CH2:53][CH2:52][CH2:51][N:50]4[C:54]([O:56][C:57]([CH3:60])([CH3:59])[CH3:58])=[O:55])=[N:46][CH:45]=3)=[CH:40][CH:39]=2)O1.C([O-])([O-])=O.[Na+].[Na+], predict the reaction product. The product is: [C:57]([O:56][C:54]([N:50]1[CH2:51][CH2:52][CH2:53][C@H:49]1[C:47]1[NH:48][C:44]([C:41]2[CH:42]=[CH:43][C:38]([C:7]3[CH2:12][CH2:11][CH:10]([NH:13][C:14]([C@@H:16]4[CH2:20][CH2:19][CH2:18][N:17]4[C:21]([O:23][C:24]([CH3:27])([CH3:26])[CH3:25])=[O:22])=[O:15])[CH2:9][CH:8]=3)=[CH:39][CH:40]=2)=[CH:45][N:46]=1)=[O:55])([CH3:60])([CH3:58])[CH3:59]. (7) Given the reactants CO[C:3](=[O:13])[C:4]1[C:9]([I:10])=[CH:8][CH:7]=[CH:6][C:5]=1[CH2:11]Br.[CH3:14][C:15]1[CH:22]=[CH:21][C:18]([CH2:19][NH2:20])=[CH:17][CH:16]=1.C([O-])([O-])=O.[K+].[K+].C(OCC)(=O)C, predict the reaction product. The product is: [I:10][C:9]1[CH:8]=[CH:7][CH:6]=[C:5]2[C:4]=1[C:3](=[O:13])[N:20]([CH2:19][C:18]1[CH:21]=[CH:22][C:15]([CH3:14])=[CH:16][CH:17]=1)[CH2:11]2.